This data is from Drug-target binding data from BindingDB using Kd measurements. The task is: Regression. Given a target protein amino acid sequence and a drug SMILES string, predict the binding affinity score between them. We predict pKd (pKd = -log10(Kd in M); higher means stronger binding). Dataset: bindingdb_kd. The compound is Cc1cc2ccnc(N[C@@H]3CCNC[C@H]3OCC3CCCCC3)c2[nH]c1=O. The target protein (Q6PL18) has sequence MVVLRSSLELHNHSAASATGSLDLSSDFLSLEHIGRRRLRSAGAAQKKPAATTAKAGDGSSVKEVETYHRTRALRSLRKDAQNSSDSSFEKNVEITEQLANGRHFTRQLARQQADKKKEEHREDKVIPVTRSLRARNIVQSTEHLHEDNGDVEVRRSCRIRSRYSGVNQSMLFDKLITNTAEAVLQKMDDMKKMRRQRMRELEDLGVFNETEESNLNMYTRGKQKDIQRTDEETTDNQEGSVESSEEGEDQEHEDDGEDEDDEDDDDDDDDDDDDDDEDDEDEEDGEEENQKRYYLRQRKATVYYQAPLEKPRHQRKPNIFYSGPASPARPRYRLSSAGPRSPYCKRMNRRRHAIHSSDSTSSSSSEDEQHFERRRKRSRNRAINRCLPLNFRKDELKGIYKDRMKIGASLADVDPMQLDSSVRFDSVGGLSNHIAALKEMVVFPLLYPEVFEKFKIQPPRGCLFYGPPGTGKTLVARALANECSQGDKRVAFFMRKGAD.... The pKd is 5.5.